This data is from Catalyst prediction with 721,799 reactions and 888 catalyst types from USPTO. The task is: Predict which catalyst facilitates the given reaction. (1) Reactant: Cl.[CH2:2]([C@@H:5]([NH2:17])[C:6]1[CH:11]=[CH:10][C:9]([O:12][C:13]([F:16])([F:15])[F:14])=[CH:8][CH:7]=1)[CH:3]=[CH2:4].[C:18](Cl)(Cl)=[O:19]. Product: [CH2:2]([C@@H:5]([N:17]=[C:18]=[O:19])[C:6]1[CH:7]=[CH:8][C:9]([O:12][C:13]([F:15])([F:16])[F:14])=[CH:10][CH:11]=1)[CH:3]=[CH2:4]. The catalyst class is: 13. (2) Reactant: [Cl:1][C:2]1[C:3]([C:10]2[CH:15]=[CH:14][C:13]([NH2:16])=[CH:12][CH:11]=2)=[C:4]([C:7]([NH2:9])=[O:8])[NH:5][CH:6]=1.[F:17][C:18]1[CH:23]=[CH:22][C:21]([C:24]([F:27])([F:26])[F:25])=[CH:20][C:19]=1[N:28]=[C:29]=[O:30]. Product: [Cl:1][C:2]1[C:3]([C:10]2[CH:15]=[CH:14][C:13]([NH:16][C:29]([NH:28][C:19]3[CH:20]=[C:21]([C:24]([F:25])([F:27])[F:26])[CH:22]=[CH:23][C:18]=3[F:17])=[O:30])=[CH:12][CH:11]=2)=[C:4]([C:7]([NH2:9])=[O:8])[NH:5][CH:6]=1. The catalyst class is: 7. (3) Reactant: [CH:1]1([CH2:4][O:5][C:6]2[CH:11]=[C:10]([O:12][CH3:13])[C:9]([F:14])=[CH:8][C:7]=2[C:15]2[C:16]3[NH:23][C:22]([CH3:24])=[C:21]([C:25]([OH:27])=O)[C:17]=3[N:18]=[CH:19][N:20]=2)[CH2:3][CH2:2]1.CCN(C(C)C)C(C)C.[NH2:37][C@H:38]([CH2:68][C:69]1[CH:74]=[CH:73][C:72]([C:75]([CH3:78])([CH3:77])[CH3:76])=[CH:71][CH:70]=1)[C:39]([N:41]1[CH2:46][CH2:45][CH:44]([N:47]2[N:56]=[C:55]([C:57]3[CH:62]=[CH:61][C:60]([O:63][CH3:64])=[C:59]([O:65][CH3:66])[CH:58]=3)[C@@H:54]3[C@@H:49]([CH2:50][CH2:51][CH2:52][CH2:53]3)[C:48]2=[O:67])[CH2:43][CH2:42]1)=[O:40].CCOC(C(C#N)=NOC(N1CCOCC1)=[N+](C)C)=O.F[P-](F)(F)(F)(F)F.C(=O)(O)[O-].[Na+]. Product: [C:75]([C:72]1[CH:73]=[CH:74][C:69]([CH2:68][C@@H:38]([NH:37][C:25]([C:21]2[C:17]3[N:18]=[CH:19][N:20]=[C:15]([C:7]4[CH:8]=[C:9]([F:14])[C:10]([O:12][CH3:13])=[CH:11][C:6]=4[O:5][CH2:4][CH:1]4[CH2:2][CH2:3]4)[C:16]=3[NH:23][C:22]=2[CH3:24])=[O:27])[C:39]([N:41]2[CH2:42][CH2:43][CH:44]([N:47]3[N:56]=[C:55]([C:57]4[CH:62]=[CH:61][C:60]([O:63][CH3:64])=[C:59]([O:65][CH3:66])[CH:58]=4)[C@@H:54]4[C@@H:49]([CH2:50][CH2:51][CH2:52][CH2:53]4)[C:48]3=[O:67])[CH2:45][CH2:46]2)=[O:40])=[CH:70][CH:71]=1)([CH3:78])([CH3:76])[CH3:77]. The catalyst class is: 2. (4) Reactant: [Cl:1][C:2]1[CH:7]=[C:6]([Cl:8])[CH:5]=[CH:4][C:3]=1[N:9]1[C:17]2[CH2:16][CH2:15][N:14]([N:18]3[CH2:23][CH2:22][CH2:21][CH2:20][CH2:19]3)[C:13](=[O:24])[C:12]=2[C:11]([CH3:25])=[C:10]1[C:26]1[CH:31]=[CH:30][C:29]([OH:32])=[CH:28][CH:27]=1.C(N(CC)CC)C.[F:40][C:41]([F:49])([F:48])[CH2:42][CH2:43][S:44](Cl)(=[O:46])=[O:45]. Product: [Cl:1][C:2]1[CH:7]=[C:6]([Cl:8])[CH:5]=[CH:4][C:3]=1[N:9]1[C:17]2[CH2:16][CH2:15][N:14]([N:18]3[CH2:23][CH2:22][CH2:21][CH2:20][CH2:19]3)[C:13](=[O:24])[C:12]=2[C:11]([CH3:25])=[C:10]1[C:26]1[CH:27]=[CH:28][C:29]([O:32][S:44]([CH2:43][CH2:42][C:41]([F:49])([F:48])[F:40])(=[O:46])=[O:45])=[CH:30][CH:31]=1. The catalyst class is: 4. (5) Reactant: Cl[C:2]1[N:7]=[C:6]([CH3:8])[N:5]=[C:4]([N:9]([CH2:19][C:20]2[CH:25]=[CH:24][C:23]([O:26][CH3:27])=[CH:22][CH:21]=2)[CH2:10][C:11]2[CH:16]=[CH:15][C:14]([O:17][CH3:18])=[CH:13][CH:12]=2)[CH:3]=1.[C:28]([O:32][C:33]([N:35]1[CH2:40][CH2:39][N:38]([CH2:41][C:42]2[CH:43]=[C:44](B(O)O)[C:45]([F:48])=[N:46][CH:47]=2)[CH2:37][CH2:36]1)=[O:34])([CH3:31])([CH3:30])[CH3:29].C([O-])(=O)C.[K+]. The catalyst class is: 40. Product: [CH3:18][O:17][C:14]1[CH:15]=[CH:16][C:11]([CH2:10][N:9]([CH2:19][C:20]2[CH:25]=[CH:24][C:23]([O:26][CH3:27])=[CH:22][CH:21]=2)[C:4]2[N:5]=[C:6]([CH3:8])[N:7]=[C:2]([C:44]3[CH:43]=[C:42]([CH2:41][N:38]4[CH2:39][CH2:40][N:35]([C:33]([O:32][C:28]([CH3:31])([CH3:30])[CH3:29])=[O:34])[CH2:36][CH2:37]4)[CH:47]=[N:46][C:45]=3[F:48])[CH:3]=2)=[CH:12][CH:13]=1. (6) Reactant: [Cl:1][C:2]1[CH:3]=[C:4]([NH:16][C:17]2[N:22]=[CH:21][N:20]=[C:19]3[NH:23][N:24]=[C:25]([O:26][CH2:27][CH2:28]O)[C:18]=23)[CH:5]=[CH:6][C:7]=1[O:8][CH2:9][C:10]1[CH:15]=[CH:14][CH:13]=[CH:12][N:11]=1.[NH:30]1[CH2:36][C:34](=[O:35])[NH:33][C:31]1=[O:32].C1(P(C2C=CC=CC=2)C2C=CC=CC=2)C=CC=CC=1.N(C(OC(C)(C)C)=O)=NC(OC(C)(C)C)=O. Product: [Cl:1][C:2]1[CH:3]=[C:4]([NH:16][C:17]2[N:22]=[CH:21][N:20]=[C:19]3[NH:23][N:24]=[C:25]([O:26][CH2:27][CH2:28][N:33]4[C:34](=[O:35])[CH2:36][NH:30][C:31]4=[O:32])[C:18]=23)[CH:5]=[CH:6][C:7]=1[O:8][CH2:9][C:10]1[CH:15]=[CH:14][CH:13]=[CH:12][N:11]=1. The catalyst class is: 118. (7) Reactant: [OH:1][CH2:2][C:3]1[C:15]([N+:16]([O-:18])=[O:17])=[CH:14][C:6]([O:7][CH2:8][CH2:9][CH2:10][C:11]([OH:13])=[O:12])=[C:5]([O:19][CH3:20])[CH:4]=1.[CH2:21](O)[CH:22]=[CH2:23]. Product: [CH2:23]([O:12][C:11](=[O:13])[CH2:10][CH2:9][CH2:8][O:7][C:6]1[CH:14]=[C:15]([N+:16]([O-:18])=[O:17])[C:3]([CH2:2][OH:1])=[CH:4][C:5]=1[O:19][CH3:20])[CH:22]=[CH2:21]. The catalyst class is: 254.